From a dataset of KCNQ2 potassium channel screen with 302,405 compounds. Binary Classification. Given a drug SMILES string, predict its activity (active/inactive) in a high-throughput screening assay against a specified biological target. (1) The compound is FC(F)(F)c1cc(C(N2CCC(O)CC2)c2n(nnn2)C(C)(C)C)ccc1. The result is 0 (inactive). (2) The drug is S(c1ccc(CN2CC(CCC2)CNC(=O)c2cc(OC)cc(OC)c2)cc1)C. The result is 0 (inactive). (3) The compound is O=Nc1c2c(n[nH]c(c2)c2ccccc2)c2c1cccc2. The result is 0 (inactive). (4) The compound is O=C1C(/CCc2c1cccc2)=C/c1cc(Cn2nc(cc2C)C)c(OC)cc1. The result is 0 (inactive). (5) The molecule is O(C(=O)Cn1nc(c(nc1=O)c1ccccc1)c1ccccc1)CC. The result is 0 (inactive).